Dataset: Forward reaction prediction with 1.9M reactions from USPTO patents (1976-2016). Task: Predict the product of the given reaction. (1) Given the reactants [OH:1][CH2:2][C:3]1([CH2:15][OH:16])[CH2:9][CH2:8][S:7][C:6]2[CH:10]=[CH:11][CH:12]=[CH:13][C:5]=2[C:4]1=[O:14].C(N(CC)CC)C.[F:24][C:25]([F:36])([F:35])[C:26]1[CH:27]=[C:28]([N:32]=[C:33]=[S:34])[CH:29]=[CH:30][CH:31]=1, predict the reaction product. The product is: [OH:16][CH2:15][C:3]1([CH2:2][O:1][C:33](=[S:34])[NH:32][C:28]2[CH:29]=[CH:30][CH:31]=[C:26]([C:25]([F:24])([F:35])[F:36])[CH:27]=2)[CH2:9][CH2:8][S:7][C:6]2[CH:10]=[CH:11][CH:12]=[CH:13][C:5]=2[C:4]1=[O:14]. (2) The product is: [CH2:1]([C@@H:8]([CH2:24][CH2:25][C@H:26]([CH2:42][CH3:43])[C:27]([N:29]1[C@@H:33]([CH2:34][C:35]2[CH:36]=[CH:37][CH:38]=[CH:39][CH:40]=2)[CH2:32][O:31][C:30]1=[O:41])=[O:28])[C:9]([N:11]1[C@@H:15]([CH2:16][C:17]2[CH:22]=[CH:21][CH:20]=[CH:19][CH:18]=2)[CH2:14][O:13][C:12]1=[O:23])=[O:10])[C:2]1[CH:3]=[CH:4][CH:5]=[CH:6][CH:7]=1. Given the reactants [CH2:1]([C@@H:8](/[CH:24]=[CH:25]/[C@H:26]([CH3:42])[C:27]([N:29]1[C@@H:33]([CH2:34][C:35]2[CH:40]=[CH:39][CH:38]=[CH:37][CH:36]=2)[CH2:32][O:31][C:30]1=[O:41])=[O:28])[C:9]([N:11]1[C@@H:15]([CH2:16][C:17]2[CH:22]=[CH:21][CH:20]=[CH:19][CH:18]=2)[CH2:14][O:13][C:12]1=[O:23])=[O:10])[C:2]1[CH:7]=[CH:6][CH:5]=[CH:4][CH:3]=1.[CH3:43]COC(C)=O, predict the reaction product. (3) Given the reactants [NH:1]([C:5]1[CH:34]=[CH:33][C:8]2[NH:9][C:10]([CH:12]([C:14]3[NH:15][C:16]4[CH2:21][CH2:20][N:19](C(OCC5C=CC=CC=5)=O)[CH2:18][C:17]=4[N:32]=3)[CH3:13])=[N:11][C:7]=2[CH:6]=1)[C:2]([NH2:4])=[NH:3], predict the reaction product. The product is: [NH:15]1[C:16]2[CH2:21][CH2:20][NH:19][CH2:18][C:17]=2[N:32]=[C:14]1[CH:12]([C:10]1[NH:9][C:8]2[CH:33]=[CH:34][C:5]([NH:1][C:2]([NH2:4])=[NH:3])=[CH:6][C:7]=2[N:11]=1)[CH3:13]. (4) Given the reactants [F:1][CH:2]([F:14])[CH2:3][O:4][C:5]1[C:6]([CH3:13])=[CH:7][C:8]([CH2:11]O)=[N:9][CH:10]=1.[C:15]1(=[O:25])[NH:19][C:18](=[O:20])[C:17]2=[CH:21][CH:22]=[CH:23][CH:24]=[C:16]12, predict the reaction product. The product is: [F:1][CH:2]([F:14])[CH2:3][O:4][C:5]1[C:6]([CH3:13])=[CH:7][C:8]([CH2:11][N:19]2[C:15](=[O:25])[C:16]3[C:17](=[CH:21][CH:22]=[CH:23][CH:24]=3)[C:18]2=[O:20])=[N:9][CH:10]=1. (5) The product is: [CH2:1]([O:3][C:4](=[O:14])[C:5]1[CH:10]=[C:9]([Br:11])[CH:8]=[C:7]([CH3:12])[C:6]=1[N:13]([C:20]([O:19][C:15]([CH3:18])([CH3:17])[CH3:16])=[O:21])[C:20]([O:19][C:15]([CH3:18])([CH3:17])[CH3:16])=[O:21])[CH3:2]. Given the reactants [CH2:1]([O:3][C:4](=[O:14])[C:5]1[CH:10]=[C:9]([Br:11])[CH:8]=[C:7]([CH3:12])[C:6]=1[NH2:13])[CH3:2].[C:15]([O:19][C:20](N([C:20]([O:19][C:15]([CH3:18])([CH3:17])[CH3:16])=[O:21])C1C(Br)=CC(C(F)(F)F)=C(Cl)C=1)=[O:21])([CH3:18])([CH3:17])[CH3:16], predict the reaction product.